From a dataset of Forward reaction prediction with 1.9M reactions from USPTO patents (1976-2016). Predict the product of the given reaction. (1) Given the reactants CC(C)([O-])C.[K+].[OH:7][C:8]([C:11]1[CH:12]=[C:13]([CH:20]=[CH:21][CH:22]=1)[CH2:14]CS([O-])(=O)=O)([CH3:10])[CH3:9].[F:23]/[C:24](/[C:39]1[CH:43]=[C:42]([CH3:44])[NH:41][N:40]=1)=[CH:25]\[C:26]1[CH:31]=[CH:30][C:29]([C:32]([CH3:38])([CH3:37])[C:33]([F:36])([F:35])[F:34])=[CH:28][CH:27]=1.O, predict the reaction product. The product is: [F:23]/[C:24](/[C:39]1[CH:43]=[C:42]([CH3:44])[N:41]([CH2:14][C:13]2[CH:12]=[C:11]([C:8]([OH:7])([CH3:9])[CH3:10])[CH:22]=[CH:21][CH:20]=2)[N:40]=1)=[CH:25]\[C:26]1[CH:31]=[CH:30][C:29]([C:32]([CH3:38])([CH3:37])[C:33]([F:36])([F:35])[F:34])=[CH:28][CH:27]=1. (2) Given the reactants [F:1][C:2]1[C:9]([CH:10]2[CH2:12][O:11]2)=[CH:8][CH:7]=[C:6]([O:13][CH3:14])[C:3]=1[C:4]#[N:5].[OH:15][CH2:16][C@H:17]1[NH:22][CH2:21][CH2:20][N:19]([C:23]([O:25][C:26]([CH3:29])([CH3:28])[CH3:27])=[O:24])[CH2:18]1, predict the reaction product. The product is: [C:4]([C:3]1[C:2]([F:1])=[C:9]([CH:10]([OH:11])[CH2:12][N:22]2[CH2:21][CH2:20][N:19]([C:23]([O:25][C:26]([CH3:27])([CH3:28])[CH3:29])=[O:24])[CH2:18][C@H:17]2[CH2:16][OH:15])[CH:8]=[CH:7][C:6]=1[O:13][CH3:14])#[N:5]. (3) Given the reactants Cl.Cl.[NH:3]1[CH2:8][CH2:7][NH:6][CH2:5][CH:4]1[C:9]([O:11][CH2:12][CH3:13])=[O:10].C(N(CC)CC)C.[CH3:21][C:22]([O:25][C:26](O[C:26]([O:25][C:22]([CH3:24])([CH3:23])[CH3:21])=[O:27])=[O:27])([CH3:24])[CH3:23], predict the reaction product. The product is: [N:6]1([C:26]([O:25][C:22]([CH3:24])([CH3:23])[CH3:21])=[O:27])[CH2:7][CH2:8][NH:3][CH:4]([C:9]([O:11][CH2:12][CH3:13])=[O:10])[CH2:5]1. (4) Given the reactants [Cl:1][C:2]1[CH:7]=[CH:6][C:5]([C:8]2[CH:9]=[N:10][CH:11]=[C:12]3[C:17]=2[N:16]=[C:15]([C:18]([OH:20])=O)[CH:14]=[CH:13]3)=[CH:4][CH:3]=1.C(N(CC)C(C)C)(C)C.F[P-](F)(F)(F)(F)F.N1(OC(N(C)C)=[N+](C)C)C2[N:42]=[CH:43][CH:44]=[CH:45][C:40]=2N=N1.C1(CN)CC1, predict the reaction product. The product is: [Cl:1][C:2]1[CH:3]=[CH:4][C:5]([C:8]2[CH:9]=[N:10][CH:11]=[C:12]3[C:17]=2[N:16]=[C:15]([C:18]([NH:42][CH2:43][CH:44]2[CH2:40][CH2:45]2)=[O:20])[CH:14]=[CH:13]3)=[CH:6][CH:7]=1. (5) Given the reactants [CH3:1][NH:2][C:3]([C:5]1[CH:10]=[CH:9][C:8]([C:11]#[C:12][C:13]2[CH:14]=[CH:15][C:16]([O:22][C:23]([F:26])([F:25])[F:24])=[C:17]([CH:21]=2)[C:18](O)=[O:19])=[CH:7][CH:6]=1)=[O:4].[NH2:27][CH:28]([CH2:31][C:32]1[C:40]2[C:35](=[C:36]([F:41])[CH:37]=[CH:38][CH:39]=2)[NH:34][N:33]=1)[CH2:29][OH:30].CN(C(ON1N=NC2C=CC=NC1=2)=[N+](C)C)C.F[P-](F)(F)(F)(F)F.CN1CCOCC1, predict the reaction product. The product is: [OH:30][CH2:29][CH:28]([NH:27][C:18](=[O:19])[C:17]1[CH:21]=[C:13]([C:12]#[C:11][C:8]2[CH:7]=[CH:6][C:5]([C:3]([NH:2][CH3:1])=[O:4])=[CH:10][CH:9]=2)[CH:14]=[CH:15][C:16]=1[O:22][C:23]([F:25])([F:24])[F:26])[CH2:31][C:32]1[C:40]2[C:35](=[C:36]([F:41])[CH:37]=[CH:38][CH:39]=2)[NH:34][N:33]=1. (6) The product is: [O:31]=[C:30]1[N:32]=[C:33]([NH:34][C:13]([C:12]2[S:11][C:10]([N:16]3[C:20]4[CH:21]=[C:22]([O:27][CH3:28])[C:23]([O:25][CH3:26])=[CH:24][C:19]=4[N:18]=[CH:17]3)=[N:9][C:8]=2[C:4]2[CH:5]=[CH:6][CH:7]=[C:2]([Cl:1])[CH:3]=2)=[O:14])[CH:35]=[CH:36][NH:29]1. Given the reactants [Cl:1][C:2]1[CH:3]=[C:4]([C:8]2[N:9]=[C:10]([N:16]3[C:20]4[CH:21]=[C:22]([O:27][CH3:28])[C:23]([O:25][CH3:26])=[CH:24][C:19]=4[N:18]=[CH:17]3)[S:11][C:12]=2[C:13](O)=[O:14])[CH:5]=[CH:6][CH:7]=1.[NH:29]1[CH:36]=[CH:35][C:33]([NH2:34])=[N:32][C:30]1=[O:31], predict the reaction product.